This data is from Experimentally validated miRNA-target interactions with 360,000+ pairs, plus equal number of negative samples. The task is: Binary Classification. Given a miRNA mature sequence and a target amino acid sequence, predict their likelihood of interaction. The miRNA is hsa-miR-7160-3p with sequence CAGGGCCCUGGCUUUAGCAGA. The protein sequence of the target gene is MALERLCSVLKVLLITVLVVEGIAVAQKTQDGQNIGIKHIPATQCGIWVRTSNGGHFASPNYPDSYPPNKECIYILEAAPRQRIELTFDEHYYIEPSFECRFDHLEVRDGPFGFSPLIDRYCGVKSPPLIRSTGRFMWIKFSSDEELEGLGFRAKYSFIPDPDFTYLGGILNPIPDCQFELSGADGIVRSSQVEQEEKTKPGQAVDCIWTIKATPKAKIYLRFLDYQMEHSNECKRNFVAVYDGSSSIENLKAKFCSTVANDVMLKTGIGVIRMWADEGSRLSRFRMLFTSFVEPPCTSS.... Result: 1 (interaction).